The task is: Regression. Given two drug SMILES strings and cell line genomic features, predict the synergy score measuring deviation from expected non-interaction effect.. This data is from NCI-60 drug combinations with 297,098 pairs across 59 cell lines. (1) Drug 1: CCC1=C2CN3C(=CC4=C(C3=O)COC(=O)C4(CC)O)C2=NC5=C1C=C(C=C5)O. Drug 2: CC1C(C(CC(O1)OC2CC(CC3=C2C(=C4C(=C3O)C(=O)C5=CC=CC=C5C4=O)O)(C(=O)C)O)N)O. Cell line: COLO 205. Synergy scores: CSS=55.4, Synergy_ZIP=-10.6, Synergy_Bliss=-12.1, Synergy_Loewe=-7.71, Synergy_HSA=-6.44. (2) Drug 1: CC1C(C(CC(O1)OC2CC(CC3=C2C(=C4C(=C3O)C(=O)C5=C(C4=O)C(=CC=C5)OC)O)(C(=O)CO)O)N)O.Cl. Drug 2: CC1CCCC2(C(O2)CC(NC(=O)CC(C(C(=O)C(C1O)C)(C)C)O)C(=CC3=CSC(=N3)C)C)C. Cell line: SK-OV-3. Synergy scores: CSS=45.0, Synergy_ZIP=2.87, Synergy_Bliss=2.95, Synergy_Loewe=-13.3, Synergy_HSA=5.95. (3) Drug 2: CCC1(CC2CC(C3=C(CCN(C2)C1)C4=CC=CC=C4N3)(C5=C(C=C6C(=C5)C78CCN9C7C(C=CC9)(C(C(C8N6C)(C(=O)OC)O)OC(=O)C)CC)OC)C(=O)OC)O.OS(=O)(=O)O. Drug 1: CC1=C(C(=CC=C1)Cl)NC(=O)C2=CN=C(S2)NC3=CC(=NC(=N3)C)N4CCN(CC4)CCO. Synergy scores: CSS=7.85, Synergy_ZIP=0.0733, Synergy_Bliss=5.20, Synergy_Loewe=3.13, Synergy_HSA=3.12. Cell line: NCIH23.